This data is from Full USPTO retrosynthesis dataset with 1.9M reactions from patents (1976-2016). The task is: Predict the reactants needed to synthesize the given product. (1) The reactants are: C(N(CC)CC)C.O[CH:9]([C:27]1[CH:32]=[CH:31][CH:30]=[CH:29][CH:28]=1)[CH2:10][CH2:11][N:12]1[CH2:17][CH2:16][CH:15]([CH2:18][CH2:19][CH2:20][C:21]2[CH:26]=[CH:25][CH:24]=[CH:23][CH:22]=2)[CH2:14][CH2:13]1.CS([Cl:37])(=O)=O. Given the product [Cl:37][CH:9]([C:27]1[CH:32]=[CH:31][CH:30]=[CH:29][CH:28]=1)[CH2:10][CH2:11][N:12]1[CH2:17][CH2:16][CH:15]([CH2:18][CH2:19][CH2:20][C:21]2[CH:26]=[CH:25][CH:24]=[CH:23][CH:22]=2)[CH2:14][CH2:13]1, predict the reactants needed to synthesize it. (2) Given the product [Br:1][C:2]1[CH:3]=[CH:4][C:5]2[NH:11][C:10](=[O:23])[C@@H:9]([CH2:24][C:25]([O:27][CH2:28][CH3:29])=[O:26])[O:8][C@H:7]([C:30]3[CH:35]=[CH:34][CH:33]=[C:32]([O:36][CH3:37])[C:31]=3[Cl:38])[C:6]=2[CH:39]=1, predict the reactants needed to synthesize it. The reactants are: [Br:1][C:2]1[CH:3]=[CH:4][C:5]2[N:11](CC3C=CC(OC)=CC=3OC)[C:10](=[O:23])[C@@H:9]([CH2:24][C:25]([O:27][CH2:28][CH3:29])=[O:26])[O:8][C@H:7]([C:30]3[CH:35]=[CH:34][CH:33]=[C:32]([O:36][CH3:37])[C:31]=3[Cl:38])[C:6]=2[CH:39]=1.[N+]([O-])(O)=O.[N+]([O-])(O)=O.[N+]([O-])(O)=O.[N+]([O-])(O)=O.[N+]([O-])(O)=O.[N+]([O-])(O)=O.[Ce].